This data is from Serine/threonine kinase 33 screen with 319,792 compounds. The task is: Binary Classification. Given a drug SMILES string, predict its activity (active/inactive) in a high-throughput screening assay against a specified biological target. (1) The molecule is S(=O)(=O)(N1C(CCCC1)CCNC(=O)C(=O)NCCc1ccc(OC)cc1)c1sccc1. The result is 0 (inactive). (2) The compound is Clc1ccc(c2onc(c3nc(NCCC)nc(c3)C)c2)cc1. The result is 0 (inactive). (3) The drug is S(=O)(=O)(N(C)C)c1c(ccc(NC(=O)CSc2sc(=S)n(n2)c2ccccc2)c1)C. The result is 0 (inactive). (4) The drug is O=C(N(CCc1ccc(OC)cc1)Cc1[nH]c2c(c(=O)n1)cccc2)CCC. The result is 0 (inactive). (5) The compound is Clc1c(c(NC(=S)NC2CCN(CC2)C(C)C)ccc1)C. The result is 0 (inactive). (6) The drug is s1c(NC(=O)c2c(=O)c3c(n(CC)c2)cc(N2CCN(CC2)C)c(F)c3)nnc1CCC. The result is 0 (inactive).